Dataset: Reaction yield outcomes from USPTO patents with 853,638 reactions. Task: Predict the reaction yield, written as a fraction of the theoretical maximum amount of product (1.0 means a 100% yield; for example, 0.34 means a 34% yield). (1) The product is [CH3:12][CH:13]([CH3:31])[CH2:14][CH2:15][O:16][C:17]1[CH:22]=[CH:21][CH:20]=[C:19]([O:23][CH2:24][CH2:25][CH:26]([CH3:28])[CH3:27])[C:18]=1[C:29]1[C:10]2[NH:11][C:7]([CH:6]=[C:4]3[N:3]=[C:2]([C:51]([C:42]4[C:43]([O:44][CH2:15][CH2:14][CH:13]([CH3:31])[CH3:12])=[CH:45][CH:46]=[CH:47][C:41]=4[O:36][CH2:34][CH2:33][CH:17]([CH3:22])[CH3:18])=[C:2]4[NH:3][C:4](=[CH:6][C:7]5[CH:8]=[CH:9][C:10]=1[N:11]=5)[CH:5]=[CH:1]4)[CH:1]=[CH:5]3)=[CH:8][CH:9]=2. The yield is 0.320. The catalyst is ClCCl.C(Cl)Cl. The reactants are [CH:1]1[CH:5]=[C:4]([CH2:6][C:7]2[NH:11][CH:10]=[CH:9][CH:8]=2)[NH:3][CH:2]=1.[CH3:12][CH:13]([CH3:31])[CH2:14][CH2:15][O:16][C:17]1[CH:22]=[CH:21][CH:20]=[C:19]([O:23][CH2:24][CH2:25][CH:26]([CH3:28])[CH3:27])[C:18]=1[CH:29]=O.F[C:33](F)(F)[C:34]([OH:36])=O.C([C:41]1[C:47](=O)[C:46](Cl)=[C:45](Cl)[C:43](=[O:44])[C:42]=1[C:51]#N)#N. (2) The reactants are C1(P(C2CCCCC2)C2C=CC=CC=2C2C=CC=CC=2N(C)C)CCCCC1.[F:29][C:30]([F:58])([F:57])[O:31][C:32]1[CH:37]=[CH:36][C:35](Br)=[CH:34][C:33]=1[NH:39][C:40]1[N:49]=[CH:48][C:47]2[CH2:46][CH2:45][C:44]3[C:50]([C:54]([NH2:56])=[O:55])=[N:51][N:52]([CH3:53])[C:43]=3[C:42]=2[N:41]=1.[Li]N([Si](C)(C)C)[Si](C)(C)C.[CH2:69]([N:71]1[CH2:76][CH2:75][NH:74][CH2:73][CH2:72]1)[CH3:70]. The catalyst is C1COCC1.C1C=CC(/C=C/C(/C=C/C2C=CC=CC=2)=O)=CC=1.C1C=CC(/C=C/C(/C=C/C2C=CC=CC=2)=O)=CC=1.C1C=CC(/C=C/C(/C=C/C2C=CC=CC=2)=O)=CC=1.[Pd].[Pd]. The product is [CH2:69]([N:71]1[CH2:76][CH2:75][N:74]([C:35]2[CH:36]=[CH:37][C:32]([O:31][C:30]([F:58])([F:57])[F:29])=[C:33]([NH:39][C:40]3[N:49]=[CH:48][C:47]4[CH2:46][CH2:45][C:44]5[C:50]([C:54]([NH2:56])=[O:55])=[N:51][N:52]([CH3:53])[C:43]=5[C:42]=4[N:41]=3)[CH:34]=2)[CH2:73][CH2:72]1)[CH3:70]. The yield is 0.520. (3) The reactants are Br[C:2]1[N:7]=[C:6](/[CH:8]=[C:9](\[C:31]#[N:32])/[C:10]([NH:12][CH:13]([C:17]2[CH:22]=[CH:21][C:20]([O:23][CH2:24][CH2:25][N:26]([CH2:29][CH3:30])[CH2:27][CH3:28])=[CH:19][CH:18]=2)[CH2:14][CH2:15][CH3:16])=[O:11])[CH:5]=[CH:4][CH:3]=1.[F:33]C1N=C(C=O)C=CC=1. No catalyst specified. The product is [C:31](/[C:9](=[CH:8]\[C:6]1[CH:5]=[CH:4][CH:3]=[C:2]([F:33])[N:7]=1)/[C:10]([NH:12][CH:13]([C:17]1[CH:22]=[CH:21][C:20]([O:23][CH2:24][CH2:25][N:26]([CH2:29][CH3:30])[CH2:27][CH3:28])=[CH:19][CH:18]=1)[CH2:14][CH2:15][CH3:16])=[O:11])#[N:32]. The yield is 0.610. (4) The reactants are [Cl:1][C:2]1[CH:3]=[C:4]2[C:12](=[C:13]([N+:22]([O-])=O)[C:14]=1[N:15]1[CH2:20][CH2:19][N:18]([CH3:21])[CH2:17][CH2:16]1)[NH:11][C:10]1[CH:9]=[N:8][CH:7]=[CH:6][C:5]2=1. The catalyst is CO.[Pd]. The product is [Cl:1][C:2]1[CH:3]=[C:4]2[C:12](=[C:13]([NH2:22])[C:14]=1[N:15]1[CH2:20][CH2:19][N:18]([CH3:21])[CH2:17][CH2:16]1)[NH:11][C:10]1[CH:9]=[N:8][CH:7]=[CH:6][C:5]2=1. The yield is 0.550. (5) The reactants are Br[C:2]1[C:10]2[S:9][C:8]3[C:11]([Si:15]([CH3:18])([CH3:17])[CH3:16])=[CH:12][CH:13]=[CH:14][C:7]=3[C:6]=2[CH:5]=[CH:4][CH:3]=1.[NH3:19]. The catalyst is C1(C)C=CC=CC=1. The product is [CH3:16][Si:15]([CH3:18])([CH3:17])[C:11]1[C:8]2[S:9][C:10]3[C:2]([NH2:19])=[CH:3][CH:4]=[CH:5][C:6]=3[C:7]=2[CH:14]=[CH:13][CH:12]=1. The yield is 0.810.